This data is from NCI-60 drug combinations with 297,098 pairs across 59 cell lines. The task is: Regression. Given two drug SMILES strings and cell line genomic features, predict the synergy score measuring deviation from expected non-interaction effect. (1) Drug 1: CC1=C(C=C(C=C1)NC(=O)C2=CC=C(C=C2)CN3CCN(CC3)C)NC4=NC=CC(=N4)C5=CN=CC=C5. Drug 2: C1=CC=C(C=C1)NC(=O)CCCCCCC(=O)NO. Cell line: SR. Synergy scores: CSS=30.4, Synergy_ZIP=1.22, Synergy_Bliss=3.22, Synergy_Loewe=-34.2, Synergy_HSA=-0.763. (2) Drug 1: CCCS(=O)(=O)NC1=C(C(=C(C=C1)F)C(=O)C2=CNC3=C2C=C(C=N3)C4=CC=C(C=C4)Cl)F. Drug 2: C1CN(P(=O)(OC1)NCCCl)CCCl. Cell line: SK-MEL-28. Synergy scores: CSS=41.4, Synergy_ZIP=4.96, Synergy_Bliss=1.82, Synergy_Loewe=-21.8, Synergy_HSA=0.637.